Dataset: Forward reaction prediction with 1.9M reactions from USPTO patents (1976-2016). Task: Predict the product of the given reaction. (1) Given the reactants [C:1]([O:5][C:6]([NH:8][C:9]1[S:13][C:12]([C:14]([O:16]C)=[O:15])=[C:11]([CH3:18])[C:10]=1[C:19]#[N:20])=[O:7])([CH3:4])([CH3:3])[CH3:2].[OH-].[Na+], predict the reaction product. The product is: [C:1]([O:5][C:6]([NH:8][C:9]1[S:13][C:12]([C:14]([OH:16])=[O:15])=[C:11]([CH3:18])[C:10]=1[C:19]#[N:20])=[O:7])([CH3:4])([CH3:2])[CH3:3]. (2) Given the reactants [Cl:1][C:2]1[N:7]=[C:6]([C:8]2[CH:9]=[C:10]([CH:13]=[CH:14][CH:15]=2)[CH:11]=O)[CH:5]=[CH:4][N:3]=1.[C:16]([O:20][C:21]([N:23]1[CH2:28][CH2:27]C[CH:25]([NH2:29])[CH2:24]1)=[O:22])([CH3:19])([CH3:18])[CH3:17], predict the reaction product. The product is: [C:16]([O:20][C:21]([N:23]1[CH2:28][CH2:27][CH:25]([NH:29][CH2:11][C:10]2[CH:13]=[CH:14][CH:15]=[C:8]([C:6]3[CH:5]=[CH:4][N:3]=[C:2]([Cl:1])[N:7]=3)[CH:9]=2)[CH2:24]1)=[O:22])([CH3:17])([CH3:18])[CH3:19]. (3) Given the reactants COC(=O)C(NC1C=C(Cl)C=C(Cl)C=1OCC1C=CC=CC=1)=CC([O-])=O.C([O:34][C:35]([C:37]1[C:46]([C:47]2[CH:52]=[CH:51][CH:50]=[CH:49][CH:48]=2)=[C:45]([O:53]CC2C=CC=CC=2)[C:44]2[C:39](=[C:40]([O:61]CC3C=CC=CC=3)[CH:41]=[CH:42][CH:43]=2)[N:38]=1)=[O:36])C1C=CC=CC=1, predict the reaction product. The product is: [OH:53][C:45]1[C:44]2[C:39](=[C:40]([OH:61])[CH:41]=[CH:42][CH:43]=2)[N:38]=[C:37]([C:35]([OH:36])=[O:34])[C:46]=1[C:47]1[CH:48]=[CH:49][CH:50]=[CH:51][CH:52]=1.